This data is from Reaction yield outcomes from USPTO patents with 853,638 reactions. The task is: Predict the reaction yield, written as a fraction of the theoretical maximum amount of product (1.0 means a 100% yield; for example, 0.34 means a 34% yield). The reactants are [CH3:1][C:2]([CH3:19])([CH2:5][C:6]#[C:7][C:8]1[CH:13]=[CH:12][C:11]([O:14][C:15]([F:18])([F:17])[F:16])=[CH:10][CH:9]=1)[CH2:3][OH:4].F[C:21](F)(F)S(OS(C(F)(F)F)(=O)=O)(=O)=O.C([C:39]1[CH:44]=[CH:43][CH:42]=[C:41]([C:45]([CH3:48])([CH3:47])C)[N:40]=1)(C)(C)C.[C:49](=[O:52])([O-])[O-:50].[Cs+].[Cs+].[C:55](#N)[CH3:56]. The product is [CH2:55]([O:50][C:49](=[O:52])[CH2:21][N:40]1[C:41]2[C:45](=[CH:47][CH:44]=[C:43]([O:4][CH2:3][C:2]([CH3:19])([CH3:1])[CH2:5][C:6]#[C:7][C:8]3[CH:13]=[CH:12][C:11]([O:14][C:15]([F:16])([F:17])[F:18])=[CH:10][CH:9]=3)[CH:42]=2)[CH:48]=[CH:39]1)[CH3:56]. The yield is 0.400. The catalyst is ClCCl.